Dataset: NCI-60 drug combinations with 297,098 pairs across 59 cell lines. Task: Regression. Given two drug SMILES strings and cell line genomic features, predict the synergy score measuring deviation from expected non-interaction effect. (1) Drug 1: CC1=C(C=C(C=C1)NC2=NC=CC(=N2)N(C)C3=CC4=NN(C(=C4C=C3)C)C)S(=O)(=O)N.Cl. Drug 2: CC(C1=C(C=CC(=C1Cl)F)Cl)OC2=C(N=CC(=C2)C3=CN(N=C3)C4CCNCC4)N. Cell line: HCT116. Synergy scores: CSS=22.6, Synergy_ZIP=-2.01, Synergy_Bliss=4.15, Synergy_Loewe=-1.55, Synergy_HSA=2.32. (2) Drug 1: CC(C)(C#N)C1=CC(=CC(=C1)CN2C=NC=N2)C(C)(C)C#N. Drug 2: CC1=C(C(=O)C2=C(C1=O)N3CC4C(C3(C2COC(=O)N)OC)N4)N. Cell line: NCIH23. Synergy scores: CSS=54.0, Synergy_ZIP=2.72, Synergy_Bliss=3.45, Synergy_Loewe=-7.77, Synergy_HSA=4.85. (3) Drug 1: CC1=CC2C(CCC3(C2CCC3(C(=O)C)OC(=O)C)C)C4(C1=CC(=O)CC4)C. Drug 2: C1=NC2=C(N=C(N=C2N1C3C(C(C(O3)CO)O)O)F)N. Cell line: SW-620. Synergy scores: CSS=-6.27, Synergy_ZIP=0.424, Synergy_Bliss=-2.35, Synergy_Loewe=-6.69, Synergy_HSA=-5.04. (4) Drug 2: C1C(C(OC1N2C=NC3=C2NC=NCC3O)CO)O. Drug 1: C1CCN(CC1)CCOC2=CC=C(C=C2)C(=O)C3=C(SC4=C3C=CC(=C4)O)C5=CC=C(C=C5)O. Cell line: LOX IMVI. Synergy scores: CSS=3.33, Synergy_ZIP=-5.44, Synergy_Bliss=-5.04, Synergy_Loewe=-1.97, Synergy_HSA=-1.63. (5) Drug 1: CC(C)(C#N)C1=CC(=CC(=C1)CN2C=NC=N2)C(C)(C)C#N. Drug 2: COCCOC1=C(C=C2C(=C1)C(=NC=N2)NC3=CC=CC(=C3)C#C)OCCOC.Cl. Cell line: HCC-2998. Synergy scores: CSS=9.49, Synergy_ZIP=-3.21, Synergy_Bliss=0.275, Synergy_Loewe=1.58, Synergy_HSA=1.79. (6) Drug 1: CC1C(C(CC(O1)OC2CC(OC(C2O)C)OC3=CC4=CC5=C(C(=O)C(C(C5)C(C(=O)C(C(C)O)O)OC)OC6CC(C(C(O6)C)O)OC7CC(C(C(O7)C)O)OC8CC(C(C(O8)C)O)(C)O)C(=C4C(=C3C)O)O)O)O. Drug 2: CNC(=O)C1=NC=CC(=C1)OC2=CC=C(C=C2)NC(=O)NC3=CC(=C(C=C3)Cl)C(F)(F)F. Cell line: HCT116. Synergy scores: CSS=46.8, Synergy_ZIP=0.588, Synergy_Bliss=1.01, Synergy_Loewe=-38.1, Synergy_HSA=-0.238. (7) Synergy scores: CSS=9.07, Synergy_ZIP=-0.833, Synergy_Bliss=2.81, Synergy_Loewe=1.37, Synergy_HSA=1.10. Drug 1: C1CC(C1)(C(=O)O)C(=O)O.[NH2-].[NH2-].[Pt+2]. Drug 2: CC1=C(C(=CC=C1)Cl)NC(=O)C2=CN=C(S2)NC3=CC(=NC(=N3)C)N4CCN(CC4)CCO. Cell line: COLO 205. (8) Drug 1: C1CN(P(=O)(OC1)NCCCl)CCCl. Drug 2: CC12CCC3C(C1CCC2OP(=O)(O)O)CCC4=C3C=CC(=C4)OC(=O)N(CCCl)CCCl.[Na+]. Cell line: UO-31. Synergy scores: CSS=14.6, Synergy_ZIP=-4.40, Synergy_Bliss=0.203, Synergy_Loewe=-5.37, Synergy_HSA=-0.0433. (9) Cell line: HCT-15. Drug 1: CCC1(CC2CC(C3=C(CCN(C2)C1)C4=CC=CC=C4N3)(C5=C(C=C6C(=C5)C78CCN9C7C(C=CC9)(C(C(C8N6C)(C(=O)OC)O)OC(=O)C)CC)OC)C(=O)OC)O.OS(=O)(=O)O. Drug 2: C(CCl)NC(=O)N(CCCl)N=O. Synergy scores: CSS=5.61, Synergy_ZIP=2.81, Synergy_Bliss=8.23, Synergy_Loewe=1.48, Synergy_HSA=0.690.